Dataset: Catalyst prediction with 721,799 reactions and 888 catalyst types from USPTO. Task: Predict which catalyst facilitates the given reaction. (1) Reactant: [C:1]1([CH3:20])[CH:6]=[CH:5][C:4]([S:7]([NH:10][C:11]2[CH:19]=[CH:18][C:14]([C:15]([OH:17])=O)=[CH:13][CH:12]=2)(=[O:9])=[O:8])=[CH:3][CH:2]=1.Cl.C(N=C=NCCCN(C)C)C.[NH2:33][CH:34]1[CH2:39][CH2:38][CH:37]([O:40][C:41](=[O:43])[CH3:42])[CH2:36][CH:35]1[C:44]1[CH:49]=[CH:48][C:47]([O:50][CH3:51])=[C:46]([O:52][CH3:53])[CH:45]=1. Product: [C:1]1([CH3:20])[CH:2]=[CH:3][C:4]([S:7]([NH:10][C:11]2[CH:12]=[CH:13][C:14]([C:15]([NH:33][CH:34]3[CH2:39][CH2:38][CH:37]([O:40][C:41](=[O:43])[CH3:42])[CH2:36][CH:35]3[C:44]3[CH:49]=[CH:48][C:47]([O:50][CH3:51])=[C:46]([O:52][CH3:53])[CH:45]=3)=[O:17])=[CH:18][CH:19]=2)(=[O:8])=[O:9])=[CH:5][CH:6]=1. The catalyst class is: 119. (2) Reactant: [Cl:1][C:2]1[CH:33]=[CH:32][CH:31]=[C:30]([C:34]([F:37])([F:36])[F:35])[C:3]=1[C:4]([N:6]1[C:14]2[C:9](=[CH:10][CH:11]=[C:12]([C:15]#[C:16][CH:17]=[O:18])[CH:13]=2)[C:8]([C:19]2[CH:28]=[CH:27][C:22]([C:23]([O:25][CH3:26])=[O:24])=[CH:21][C:20]=2[F:29])=[N:7]1)=[O:5].[CH3:38][Mg+].[Br-]. Product: [Cl:1][C:2]1[CH:33]=[CH:32][CH:31]=[C:30]([C:34]([F:36])([F:37])[F:35])[C:3]=1[C:4]([N:6]1[C:14]2[C:9](=[CH:10][CH:11]=[C:12]([C:15]#[C:16][CH:17]([OH:18])[CH3:38])[CH:13]=2)[C:8]([C:19]2[CH:28]=[CH:27][C:22]([C:23]([O:25][CH3:26])=[O:24])=[CH:21][C:20]=2[F:29])=[N:7]1)=[O:5]. The catalyst class is: 1. (3) Product: [Cl:7][C:8]1[C:17]2[C:12](=[CH:13][CH:14]=[C:1]([C:2]([Cl:4])=[O:3])[CH:16]=2)[C:11]([Cl:21])=[CH:10][N:9]=1. Reactant: [C:1](Cl)(=O)[C:2]([Cl:4])=[O:3].[Cl:7][C:8]1[C:17]2[C:12](=[CH:13][CH:14]=C(C(O)=O)[CH:16]=2)[C:11]([Cl:21])=[CH:10][N:9]=1. The catalyst class is: 59. (4) Reactant: CCN(C(C)C)C(C)C.[CH:10]1[C:22]2[NH:21][C:20]3[C:15](=[CH:16][CH:17]=[CH:18][CH:19]=3)[C:14]=2[CH:13]=[C:12]([C:23]([OH:25])=O)[CH:11]=1.C1C=CC2N(O)N=NC=2C=1.CCN=C=NCCCN(C)C.Cl.[NH2:48][CH2:49][C:50]([N:52]1[CH2:57][CH2:56][CH:55]([O:58][C:59]2[CH:64]=[CH:63][CH:62]=[C:61]([C:65]([F:68])([F:67])[F:66])[CH:60]=2)[CH2:54][CH2:53]1)=[O:51]. Product: [O:51]=[C:50]([N:52]1[CH2:53][CH2:54][CH:55]([O:58][C:59]2[CH:64]=[CH:63][CH:62]=[C:61]([C:65]([F:68])([F:66])[F:67])[CH:60]=2)[CH2:56][CH2:57]1)[CH2:49][NH:48][C:23]([C:12]1[CH:11]=[CH:10][C:22]2[NH:21][C:20]3[C:15]([C:14]=2[CH:13]=1)=[CH:16][CH:17]=[CH:18][CH:19]=3)=[O:25]. The catalyst class is: 18. (5) Reactant: C(O)(C(F)(F)F)=O.[C:8]([C:10]1[N:11]=[CH:12][C:13]([NH:16][C:17]2[CH:22]=[C:21]([NH:23][CH2:24][C@H:25]3[O:30][CH2:29][CH2:28][N:27](C(OC(C)(C)C)=O)[CH2:26]3)[C:20]([C:38]3[CH:43]=[CH:42][C:41]([O:44][CH3:45])=[CH:40][CH:39]=3)=[CH:19][N:18]=2)=[N:14][CH:15]=1)#[N:9]. Product: [CH3:45][O:44][C:41]1[CH:42]=[CH:43][C:38]([C:20]2[C:21]([NH:23][CH2:24][C@H:25]3[O:30][CH2:29][CH2:28][NH:27][CH2:26]3)=[CH:22][C:17]([NH:16][C:13]3[N:14]=[CH:15][C:10]([C:8]#[N:9])=[N:11][CH:12]=3)=[N:18][CH:19]=2)=[CH:39][CH:40]=1. The catalyst class is: 4. (6) Reactant: Cl[C:2]1[C:3](=[O:26])[N:4]([CH2:17][C:18]2[CH:23]=[CH:22][C:21]([O:24][CH3:25])=[CH:20][CH:19]=2)[C:5]([C:9]2[C:14]([F:15])=[CH:13][CH:12]=[CH:11][C:10]=2[F:16])=[C:6]([Cl:8])[N:7]=1.[NH:27]1[CH:31]=[CH:30][CH:29]=[N:28]1.C(=O)(O)[O-].[K+]. Product: [Cl:8][C:6]1[N:7]=[C:2]([N:27]2[CH:31]=[CH:30][CH:29]=[N:28]2)[C:3](=[O:26])[N:4]([CH2:17][C:18]2[CH:23]=[CH:22][C:21]([O:24][CH3:25])=[CH:20][CH:19]=2)[C:5]=1[C:9]1[C:14]([F:15])=[CH:13][CH:12]=[CH:11][C:10]=1[F:16]. The catalyst class is: 10. (7) Reactant: [C:1]([O:5][C:6]([N:8]([C:28]([O:30][C:31]([CH3:34])([CH3:33])[CH3:32])=[O:29])[C@@H:9]([C:25]([OH:27])=O)[CH2:10][CH2:11][C@@H:12]([C:17]1[CH:22]=[CH:21][CH:20]=[C:19]([F:23])[C:18]=1[F:24])[CH:13]([CH2:15][OH:16])[NH2:14])=[O:7])([CH3:4])([CH3:3])[CH3:2].C(Cl)CCl.C1C=NC2N(O)N=NC=2C=1.C([O-])(O)=O.[Na+]. Product: [C:1]([O:5][C:6]([N:8]([C@@H:9]1[CH2:10][CH2:11][C@@H:12]([C:17]2[CH:22]=[CH:21][CH:20]=[C:19]([F:23])[C:18]=2[F:24])[CH:13]([CH2:15][OH:16])[NH:14][C:25]1=[O:27])[C:28]([O:30][C:31]([CH3:33])([CH3:32])[CH3:34])=[O:29])=[O:7])([CH3:4])([CH3:2])[CH3:3]. The catalyst class is: 2. (8) Reactant: [Cl:1][C:2]1[C:7]([C:8](Cl)=[O:9])=[CH:6][CH:5]=[CH:4][N:3]=1.[O:11]([C:18]1[CH:24]=[CH:23][C:21]([NH2:22])=[CH:20][CH:19]=1)[C:12]1[CH:17]=[CH:16][CH:15]=[CH:14][CH:13]=1.CCN(C(C)C)C(C)C. Product: [Cl:1][C:2]1[N:3]=[CH:4][CH:5]=[CH:6][C:7]=1[C:8]([NH:22][C:21]1[CH:20]=[CH:19][C:18]([O:11][C:12]2[CH:17]=[CH:16][CH:15]=[CH:14][CH:13]=2)=[CH:24][CH:23]=1)=[O:9]. The catalyst class is: 91. (9) Reactant: [CH3:1][C:2]1[C:3](=[O:19])[NH:4][C:5]([CH3:18])=[CH:6][C:7]=1[O:8][CH2:9][C:10]1[CH:17]=[CH:16][CH:15]=[CH:14][C:11]=1[C:12]#[N:13].[H-].[Na+].[CH2:22](Br)[C:23]1[CH:28]=[CH:27][CH:26]=[CH:25][CH:24]=1. Product: [CH2:22]([N:4]1[C:5]([CH3:18])=[CH:6][C:7]([O:8][CH2:9][C:10]2[CH:17]=[CH:16][CH:15]=[CH:14][C:11]=2[C:12]#[N:13])=[C:2]([CH3:1])[C:3]1=[O:19])[C:23]1[CH:28]=[CH:27][CH:26]=[CH:25][CH:24]=1. The catalyst class is: 3.